Dataset: Full USPTO retrosynthesis dataset with 1.9M reactions from patents (1976-2016). Task: Predict the reactants needed to synthesize the given product. (1) Given the product [C:20]([O:24][C:25]([N:27]1[CH2:28][CH:29]=[C:30]([C:2]2[C:3]3[N:4]([N:8]=[C:9]([NH:11][C:12]4[CH:17]=[CH:16][C:15]([O:18][CH3:19])=[CH:14][CH:13]=4)[N:10]=3)[CH:5]=[CH:6][CH:7]=2)[CH2:31][CH2:32]1)=[O:26])([CH3:23])([CH3:21])[CH3:22], predict the reactants needed to synthesize it. The reactants are: Br[C:2]1[C:3]2[N:4]([N:8]=[C:9]([NH:11][C:12]3[CH:17]=[CH:16][C:15]([O:18][CH3:19])=[CH:14][CH:13]=3)[N:10]=2)[CH:5]=[CH:6][CH:7]=1.[C:20]([O:24][C:25]([N:27]1[CH2:32][CH:31]=[C:30](B2OC(C)(C)C(C)(C)O2)[CH2:29][CH2:28]1)=[O:26])([CH3:23])([CH3:22])[CH3:21]. (2) Given the product [CH3:27][S:24]([O:23][C:20]1[CH:21]=[CH:22][C:16]2[O:15][CH2:14][CH:13]([CH2:12][NH:31][CH2:28][CH2:29][CH3:30])[O:18][C:17]=2[CH:19]=1)(=[O:25])=[O:26], predict the reactants needed to synthesize it. The reactants are: CC1C=CC(S(O[CH2:12][CH:13]2[O:18][C:17]3[CH:19]=[C:20]([O:23][S:24]([CH3:27])(=[O:26])=[O:25])[CH:21]=[CH:22][C:16]=3[O:15][CH2:14]2)(=O)=O)=CC=1.[CH2:28]([NH2:31])[CH2:29][CH3:30].